Dataset: Forward reaction prediction with 1.9M reactions from USPTO patents (1976-2016). Task: Predict the product of the given reaction. (1) Given the reactants [CH3:1][N:2]1[CH:7]2[CH:8]3[O:10][CH:9]3[CH:3]1[CH2:4][CH:5]([O:11][C:12]([C:14]([OH:25])([C:20]1[S:24][CH:23]=[CH:22][CH:21]=1)[C:15]1[S:19][CH:18]=[CH:17][CH:16]=1)=[O:13])[CH2:6]2.[CH3:26][Br:27], predict the reaction product. The product is: [CH3:1][N+:2]1([CH3:26])[C@@H:3]2[C@@H:9]3[O:10][C@@H:8]3[C@H:7]1[CH2:6][C@@H:5]([O:11][C:12]([C:14]([OH:25])([C:15]1[S:19][CH:18]=[CH:17][CH:16]=1)[C:20]1[S:24][CH:23]=[CH:22][CH:21]=1)=[O:13])[CH2:4]2.[OH2:10].[Br-:27]. (2) Given the reactants [NH2:1]/[C:2](=[N:6]\[O:7][C:8]([C:10]1[C:14]2[C:15]([CH3:21])([CH3:20])[O:16][C:17]([CH3:19])([CH3:18])[C:13]=2[S:12][C:11]=1[NH:22][C:23](=[O:25])[CH3:24])=O)/[CH:3]1[CH2:5][CH2:4]1.CCCC[N+](CCCC)(CCCC)CCCC.[F-].C([O-])(O)=O.[Na+].CCOC(C)=O, predict the reaction product. The product is: [CH:3]1([C:2]2[N:1]=[C:8]([C:10]3[C:14]4[C:15]([CH3:21])([CH3:20])[O:16][C:17]([CH3:19])([CH3:18])[C:13]=4[S:12][C:11]=3[NH:22][C:23](=[O:25])[CH3:24])[O:7][N:6]=2)[CH2:5][CH2:4]1. (3) Given the reactants Cl[C:2]1[CH:3]=[CH:4][C:5]([N+:20]([O-:22])=[O:21])=[C:6]([CH:19]=1)[C:7]([NH:9][C:10]1[CH:15]=[C:14]([Cl:16])[C:13]([Cl:17])=[C:12]([Cl:18])[CH:11]=1)=[O:8].C([O-])([O-])=O.[K+].[K+].[Cl:29][C:30]1[CH:35]=[CH:34][C:33]([OH:36])=[CH:32][CH:31]=1, predict the reaction product. The product is: [Cl:29][C:30]1[CH:35]=[CH:34][C:33]([O:36][C:2]2[CH:3]=[CH:4][C:5]([N+:20]([O-:22])=[O:21])=[C:6]([CH:19]=2)[C:7]([NH:9][C:10]2[CH:15]=[C:14]([Cl:16])[C:13]([Cl:17])=[C:12]([Cl:18])[CH:11]=2)=[O:8])=[CH:32][CH:31]=1. (4) Given the reactants Cl[CH2:2]/[CH:3]=[CH:4]/[C:5]1[CH:10]=[CH:9][C:8]([F:11])=[CH:7][CH:6]=1.[N+](=CC([O:17][CH2:18][CH3:19])=O)=[N-].[CH2:20]([NH2:27])[C:21]1[CH:26]=[CH:25][CH:24]=[CH:23][CH:22]=1.C(=O)(O)[O-].[Na+], predict the reaction product. The product is: [CH2:20]([N:27]1[CH2:2][CH:3]2[CH:19]([CH:4]2[C:5]2[CH:10]=[CH:9][C:8]([F:11])=[CH:7][CH:6]=2)[C:18]1=[O:17])[C:21]1[CH:26]=[CH:25][CH:24]=[CH:23][CH:22]=1. (5) Given the reactants [Br:1][C:2]1[CH:7]=[CH:6][C:5]([OH:8])=[CH:4][CH:3]=1.[OH-].[Na+].[CH3:11][CH2:12][CH2:13]Br.O, predict the reaction product. The product is: [Br:1][C:2]1[CH:7]=[CH:6][C:5]([O:8][CH2:11][CH2:12][CH3:13])=[CH:4][CH:3]=1. (6) Given the reactants [Br:1][CH:2]([C:7]([C:9]1[CH:14]=[CH:13][C:12]([F:15])=[CH:11][CH:10]=1)=[O:8])[CH2:3][C:4]([OH:6])=[O:5].S(Cl)(Cl)=O.[CH3:20]O, predict the reaction product. The product is: [CH3:20][O:5][C:4](=[O:6])[CH2:3][CH:2]([Br:1])[C:7]([C:9]1[CH:10]=[CH:11][C:12]([F:15])=[CH:13][CH:14]=1)=[O:8].